Dataset: Peptide-MHC class II binding affinity with 134,281 pairs from IEDB. Task: Regression. Given a peptide amino acid sequence and an MHC pseudo amino acid sequence, predict their binding affinity value. This is MHC class II binding data. (1) The peptide sequence is ERVLDCRTAFKPVLV. The MHC is DRB5_0101 with pseudo-sequence DRB5_0101. The binding affinity (normalized) is 0.797. (2) The peptide sequence is RVPEDLLAMVVAVEQ. The MHC is DRB1_0901 with pseudo-sequence DRB1_0901. The binding affinity (normalized) is 0.531. (3) The peptide sequence is MNSLRAEDTAVYYCA. The MHC is DRB1_0701 with pseudo-sequence DRB1_0701. The binding affinity (normalized) is 0. (4) The peptide sequence is TNNPHMQDKTMVKKW. The MHC is HLA-DQA10303-DQB10402 with pseudo-sequence HLA-DQA10303-DQB10402. The binding affinity (normalized) is 0. (5) The peptide sequence is TDDNEEPIAPYHFDLSGHAF. The MHC is DRB1_1101 with pseudo-sequence DRB1_1101. The binding affinity (normalized) is 0.159. (6) The peptide sequence is IEKKIAKMEKASY. The MHC is DRB1_0101 with pseudo-sequence DRB1_0101. The binding affinity (normalized) is 0. (7) The peptide sequence is NIQIRLPWYSYLYAV. The MHC is HLA-DPA10103-DPB10301 with pseudo-sequence HLA-DPA10103-DPB10301. The binding affinity (normalized) is 0.122. (8) The peptide sequence is GGNLEAKITMLTNGQC. The MHC is DRB5_0101 with pseudo-sequence DRB5_0101. The binding affinity (normalized) is 0.222. (9) The peptide sequence is AAATAGTTVLGAFAA. The MHC is HLA-DQA10501-DQB10301 with pseudo-sequence HLA-DQA10501-DQB10301. The binding affinity (normalized) is 0.673.